From a dataset of TCR-epitope binding with 47,182 pairs between 192 epitopes and 23,139 TCRs. Binary Classification. Given a T-cell receptor sequence (or CDR3 region) and an epitope sequence, predict whether binding occurs between them. The epitope is FLNGSCGSV. The TCR CDR3 sequence is CASSGSGTGTQETQYF. Result: 1 (the TCR binds to the epitope).